Task: Predict which catalyst facilitates the given reaction.. Dataset: Catalyst prediction with 721,799 reactions and 888 catalyst types from USPTO (1) Reactant: Cl[C:2]1[CH:11]=[C:10]2[C:5]([C:6](=[O:22])[C:7]([C:20]#[N:21])=[CH:8][N:9]2[CH2:12][O:13][CH2:14][CH2:15][Si:16]([CH3:19])([CH3:18])[CH3:17])=[CH:4][C:3]=1[N+:23]([O-:25])=[O:24].O.O.O.O.O.O.O.O.O.[S-2:35].[Na+].[Na+].O.Cl. Product: [SH:35][C:2]1[CH:11]=[C:10]2[C:5]([C:6](=[O:22])[C:7]([C:20]#[N:21])=[CH:8][N:9]2[CH2:12][O:13][CH2:14][CH2:15][Si:16]([CH3:19])([CH3:18])[CH3:17])=[CH:4][C:3]=1[N+:23]([O-:25])=[O:24]. The catalyst class is: 16. (2) Product: [NH2:18][C:13]1[CH:14]=[C:15]2[C:10](=[CH:11][CH:12]=1)[N:9]([CH:21]1[CH2:26][CH2:25][O:24][CH2:23][CH2:22]1)[C:8](=[O:27])[N:7]([CH2:6][C:5]1[CH:28]=[CH:29][C:30]([O:31][CH3:32])=[C:3]([O:2][CH3:1])[CH:4]=1)[C:16]2=[O:17]. Reactant: [CH3:1][O:2][C:3]1[CH:4]=[C:5]([CH:28]=[CH:29][C:30]=1[O:31][CH3:32])[CH2:6][N:7]1[C:16](=[O:17])[C:15]2[C:10](=[CH:11][CH:12]=[C:13]([N+:18]([O-])=O)[CH:14]=2)[N:9]([CH:21]2[CH2:26][CH2:25][O:24][CH2:23][CH2:22]2)[C:8]1=[O:27].C([O-])=O.[NH4+]. The catalyst class is: 50. (3) Reactant: [OH:1][CH:2]1[CH2:7][CH2:6][N:5]([C:8]#[N:9])[CH2:4][CH2:3]1.C(N(C(C)C)CC)(C)C.[CH3:19][O:20][CH2:21]Cl.O. Product: [CH3:19][O:20][CH2:21][O:1][CH:2]1[CH2:7][CH2:6][N:5]([C:8]#[N:9])[CH2:4][CH2:3]1. The catalyst class is: 2.